This data is from hERG potassium channel inhibition data for cardiac toxicity prediction from Karim et al.. The task is: Regression/Classification. Given a drug SMILES string, predict its toxicity properties. Task type varies by dataset: regression for continuous values (e.g., LD50, hERG inhibition percentage) or binary classification for toxic/non-toxic outcomes (e.g., AMES mutagenicity, cardiotoxicity, hepatotoxicity). Dataset: herg_karim. The drug is O=C1OC2(c3cc(Br)c(O)c(Br)c3Oc3c2cc(Br)c(O)c3Br)c2c(Cl)c(Cl)c(Cl)c(Cl)c21. The result is 0 (non-blocker).